From a dataset of Forward reaction prediction with 1.9M reactions from USPTO patents (1976-2016). Predict the product of the given reaction. Given the reactants [NH2:1][CH:2]1[CH2:7][CH2:6][N:5]([CH2:8][CH:9]2[CH2:18][CH2:17][C:16]3[C:11]4=[C:12]([CH:20]=[CH:21][C:22](=[O:23])[N:10]24)[CH:13]=[CH:14][C:15]=3[F:19])[CH2:4][CH2:3]1.[N:24]1[C:29]2[O:30][CH2:31][CH2:32][O:33][C:28]=2[CH:27]=[C:26]([CH:34]=O)[N:25]=1.C(Cl)(Cl)[Cl:37], predict the reaction product. The product is: [NH3:1].[CH3:22][OH:23].[ClH:37].[ClH:37].[N:24]1[C:29]2[O:30][CH2:31][CH2:32][O:33][C:28]=2[CH:27]=[C:26]([CH2:34][NH:1][CH:2]2[CH2:7][CH2:6][N:5]([CH2:8][CH:9]3[CH2:18][CH2:17][C:16]4[C:11]5=[C:12]([CH:20]=[CH:21][C:22](=[O:23])[N:10]35)[CH:13]=[CH:14][C:15]=4[F:19])[CH2:4][CH2:3]2)[N:25]=1.